Dataset: Full USPTO retrosynthesis dataset with 1.9M reactions from patents (1976-2016). Task: Predict the reactants needed to synthesize the given product. Given the product [F:1][C:2]1[N:7]=[C:6]([NH:8][CH2:24][C:23]2[CH:26]=[C:27]([O:31][CH3:32])[C:28]([O:29][CH3:30])=[C:21]([O:20][CH3:19])[CH:22]=2)[CH:5]=[CH:4][C:3]=1[CH2:9][C:10]1[C:18]2[CH:17]=[N:16][CH:15]=[N:14][C:13]=2[NH:12][CH:11]=1, predict the reactants needed to synthesize it. The reactants are: [F:1][C:2]1[N:7]=[C:6]([NH2:8])[CH:5]=[CH:4][C:3]=1[CH2:9][C:10]1[C:18]2[CH:17]=[N:16][CH:15]=[N:14][C:13]=2[NH:12][CH:11]=1.[CH3:19][O:20][C:21]1[CH:22]=[C:23]([CH:26]=[C:27]([O:31][CH3:32])[C:28]=1[O:29][CH3:30])[CH:24]=O.C(O)(=O)C.C([BH3-])#N.